This data is from Retrosynthesis with 50K atom-mapped reactions and 10 reaction types from USPTO. The task is: Predict the reactants needed to synthesize the given product. (1) The reactants are: CN(C[C@@]1(c2ccccc2)C[C@H]1COCc1ccccc1)C(=O)OC(C)(C)C. Given the product CN(C[C@@]1(c2ccccc2)C[C@H]1CO)C(=O)OC(C)(C)C, predict the reactants needed to synthesize it. (2) Given the product COc1ccc(Sc2ccc(C(=O)Nc3cccc(OC)c3)cc2Nc2ncnc3nc(C(C)C)ccc23)cc1, predict the reactants needed to synthesize it. The reactants are: COc1ccc(Sc2ccc(C(=O)Cl)cc2Nc2ncnc3nc(C(C)C)ccc23)cc1.COc1cccc(N)c1. (3) Given the product CCC(=O)CCC1CCC2CC(=O)CC12, predict the reactants needed to synthesize it. The reactants are: CCC(O)CCC1CCC2CC(=O)CC12. (4) Given the product CCCC(C)COc1ccc([C@H](CNCC2CC2)NC(=O)[C@@H](C)c2ccccc2)cc1, predict the reactants needed to synthesize it. The reactants are: CCCC(C)COc1ccc([C@H](CN)NC(=O)[C@@H](C)c2ccccc2)cc1.O=CC1CC1. (5) Given the product CON(C)C(=O)c1cc2cc(Cl)ccc2[nH]1, predict the reactants needed to synthesize it. The reactants are: CNOC.O=C(O)c1cc2cc(Cl)ccc2[nH]1. (6) Given the product CC(C)(C)OC(=O)n1cc(Br)c2ccncc21, predict the reactants needed to synthesize it. The reactants are: Brc1c[nH]c2cnccc12.CC(C)(C)OC(=O)OC(=O)OC(C)(C)C. (7) Given the product COC1CN(C(=O)OC(C)(C)C)CCC1N(C(=O)c1ccc(-c2cnco2)cc1)C1CC1, predict the reactants needed to synthesize it. The reactants are: COC1CN(C(=O)OC(C)(C)C)CCC1NC1CC1.O=C(O)c1ccc(-c2cnco2)cc1.